This data is from Forward reaction prediction with 1.9M reactions from USPTO patents (1976-2016). The task is: Predict the product of the given reaction. (1) The product is: [OH:11][CH2:10][C@@H:9]([NH:8][C:6](=[O:7])[O:5][C:1]([CH3:3])([CH3:2])[CH3:4])[CH2:13][C:14]1[CH:19]=[CH:18][N:17]=[C:16]([O:20][CH3:21])[CH:15]=1. Given the reactants [C:1]([O:5][C:6]([NH:8][C@@H:9]([CH2:13][C:14]1[CH:19]=[CH:18][N:17]=[C:16]([O:20][CH3:21])[CH:15]=1)[C:10](O)=[O:11])=[O:7])([CH3:4])([CH3:3])[CH3:2], predict the reaction product. (2) Given the reactants [CH3:1][C:2]1[C:7]2[CH2:8][CH2:9][C:10]3[CH:15]=[CH:14][N:13]=[CH:12][C:11]=3[CH:16]([NH2:17])[C:6]=2[CH:5]=[CH:4][CH:3]=1.[C:18](=S)=[S:19].C(Cl)CCl, predict the reaction product. The product is: [CH3:1][C:2]1[C:7]2[CH2:8][CH2:9][C:10]3[CH:15]=[CH:14][N:13]=[CH:12][C:11]=3[CH:16]([N:17]=[C:18]=[S:19])[C:6]=2[CH:5]=[CH:4][CH:3]=1. (3) Given the reactants [O:1]1[C:5]2[CH:6]=[CH:7][C:8]([C:10]3([C:13]([NH:15][C:16]4[CH:21]=[CH:20][C:19]([CH2:22][C:23]5[CH:28]=[CH:27][CH:26]=[CH:25][CH:24]=5)=[CH:18][N:17]=4)=[O:14])[CH2:12][CH2:11]3)=[CH:9][C:4]=2[O:3][CH2:2]1.O1C2C=CC(C3(C(NC4C=CC(Br)=CN=4)=O)CC3)=CC=2OC1.[Br-].C1(C[Zn+])CCCCC1, predict the reaction product. The product is: [O:1]1[C:5]2[CH:6]=[CH:7][C:8]([C:10]3([C:13]([NH:15][C:16]4[CH:21]=[CH:20][C:19]([CH2:22][CH:23]5[CH2:28][CH2:27][CH2:26][CH2:25][CH2:24]5)=[CH:18][N:17]=4)=[O:14])[CH2:11][CH2:12]3)=[CH:9][C:4]=2[O:3][CH2:2]1.